Dataset: Experimentally validated miRNA-target interactions with 360,000+ pairs, plus equal number of negative samples. Task: Binary Classification. Given a miRNA mature sequence and a target amino acid sequence, predict their likelihood of interaction. (1) The miRNA is mmu-miR-693-3p with sequence GCAGCUUUCAGAUGUGGCUGUAA. The protein sequence of the target gene is MDIATGPESLERCFPRGQTDCAKMLDGIKMEEHALRPGPATLGVLLGSDCPHPAVCEGCQRPISDRFLMRVNESSWHEECLQCAACQQALTTSCYFRDRKLYCKQDYQQLFAAKCSGCMEKIAPTEFVMRALECVYHLGCFCCCVCERQLRKGDEFVLKEGQLLCKGDYEKEKDLLSSVSPDESDSVKSEDEDGDMKPAKGQGSQSKGSGDDGKDPRRPKRPRTILTTQQRRAFKASFEVSSKPCRKVRETLAAETGLSVRVVQVWFQNQRAKMKKLARRHQQQQEQQNSQRLGQEVLSS.... Result: 0 (no interaction). (2) The miRNA is mmu-miR-7033-5p with sequence UCUCCAGGAGUCUGAGGGGCAGG. The protein sequence of the target gene is MDPDQSIKGTKKADGSPRKRLTKGEAIQTSVSSSAPYPGSGTTAPSESATQELLATQPFSGPSQEKTGQQQKPARRPSIEASVHISQLPQHPLTPAFMSPGKPEHLLEGSTWQLVDPMRPGPSGSFVAPGLHPQSQLLPSHASILPPEELPGIPKVFVPRPSQVSLKPAEEAHKKERKPQKPGKYICQYCSRPCAKPSVLQKHIRSHTGERPYPCGPCGFSFKTKSNLYKHRKSHAHRIKAGLASGSSSEMYPPGLEMERIPGEEFEEPTEGESTDSEEETGAASGPSTDVLPKPKHPLL.... Result: 0 (no interaction). (3) The miRNA is dme-miR-314-3p with sequence UAUUCGAGCCAAUAAGUUCGG. The protein sequence of the target gene is MLDLEVVPERSLGNEQWEFTLGMPLAQAVAILQKHCRIIRNVQVLYSEQSPLSHDLILNLTQDGITLLFDAFNQRLKVIEVCELTKVKLKYCGVHFNSQAIAPTIEQIDQSFGATHPGVYNSTEQLFHLNFRGLSFSFQLDSWTEAPKYEPNFAHGLASLQIPHGATVKRMYIYSGNSLQDTKAPVMPLSCFLGNVYAESVDVLRDGTGPSGLRLRLLAAGCGPGVLADAKMRVFERAVYFGDSCQDVLSMLGSPHKVFYKSEDKMKIHSPSPHKQVPSKCNDYFFNYFTLGVDILFDAN.... Result: 0 (no interaction). (4) The miRNA is hsa-miR-3667-3p with sequence ACCUUCCUCUCCAUGGGUCUUU. The protein sequence of the target gene is MAHVSSETQDVSPKDELTASEASTRSPLCEHTFPGDSDLRSMIEEHAFQVLSQGSLLESPSYTVCVSEPDKDDDFLSLNFPRKLWKIVESDQFKSISWDENGTCIVINEELFKKEILETKAPYRIFQTDAIKSFVRQLNLYGFSKIQQNFQRSAFLATFLSEEKESSVLSKLKFYYNPNFKRGYPQLLVRVKRRIGVKNASPISTLFNEDFNKKHFRAGANMENHNSALAAEASEESLFSASKNLNMPLTRESSVRQIIANSSVPIRSGFPPPSPSTSVGPSEQIATDQHAILNQLTTIH.... Result: 0 (no interaction).